This data is from hERG Central: cardiac toxicity at 1µM, 10µM, and general inhibition. The task is: Predict hERG channel inhibition at various concentrations. (1) The drug is COc1ccccc1NC(=O)COc1ccc(Br)cc1CNC1CCCC1. Results: hERG_inhib (hERG inhibition (general)): blocker. (2) The molecule is COc1ccc2[nH]c3c(NCCN(C(C)C)C(C)C)ncnc3c2c1. Results: hERG_inhib (hERG inhibition (general)): blocker. (3) The molecule is CCOC(=O)c1c(CS(=O)(=O)c2ccccc2)n(C)c2cc(Br)c(O)c(CN(C)C)c12. Results: hERG_inhib (hERG inhibition (general)): blocker. (4) The compound is C=CCn1c(SCn2nnc3ccccc3c2=O)nnc1-c1ccc(Cl)cc1. Results: hERG_inhib (hERG inhibition (general)): blocker. (5) The molecule is O=C(C1CCCN(c2ncnc3c2nc2n3CCCCC2)C1)N1CCN(c2ccc(Cl)cc2)CC1. Results: hERG_inhib (hERG inhibition (general)): blocker.